Dataset: Catalyst prediction with 721,799 reactions and 888 catalyst types from USPTO. Task: Predict which catalyst facilitates the given reaction. (1) Reactant: [C:1]([C:5]1[CH:6]=[C:7]2[C:12](=[C:13]([F:15])[CH:14]=1)[C:11](=[O:16])[N:10]([CH2:17][C:18]1[CH:23]=[CH:22][C:21]([C:24]3[CH:29]=[C:28](Cl)[N:27]=[C:26]([Cl:31])[CH:25]=3)=[CH:20][C:19]=1[F:32])[N:9]=[CH:8]2)([CH3:4])([CH3:3])[CH3:2].[CH3:33][N:34]1[CH:38]=[C:37](B2OC(C)(C)C(C)(C)O2)[CH:36]=[N:35]1.C([O-])([O-])=O.[K+].[K+]. Product: [C:1]([C:5]1[CH:6]=[C:7]2[C:12](=[C:13]([F:15])[CH:14]=1)[C:11](=[O:16])[N:10]([CH2:17][C:18]1[CH:23]=[CH:22][C:21]([C:24]3[CH:29]=[C:28]([C:37]4[CH:36]=[N:35][N:34]([CH3:33])[CH:38]=4)[N:27]=[C:26]([Cl:31])[CH:25]=3)=[CH:20][C:19]=1[F:32])[N:9]=[CH:8]2)([CH3:3])([CH3:4])[CH3:2]. The catalyst class is: 455. (2) Reactant: C[O:2][C:3]([C@H:5]1[CH2:10][CH2:9][C@H:8]([C:11]2[N:19]3[C:14]([C:15]([NH2:20])=[N:16][CH:17]=[N:18]3)=[C:13]([C:21]3[CH:26]=[CH:25][C:24]([O:27][C:28]4[CH:33]=[CH:32][CH:31]=[CH:30][CH:29]=4)=[CH:23][CH:22]=3)[N:12]=2)[CH2:7][CH2:6]1)=O.[H-].[H-].[H-].[H-].[Li+].[Al+3].C([O-])(O)=O.[Na+]. Product: [NH2:20][C:15]1[C:14]2=[C:13]([C:21]3[CH:22]=[CH:23][C:24]([O:27][C:28]4[CH:33]=[CH:32][CH:31]=[CH:30][CH:29]=4)=[CH:25][CH:26]=3)[N:12]=[C:11]([C@H:8]3[CH2:7][CH2:6][C@H:5]([CH2:3][OH:2])[CH2:10][CH2:9]3)[N:19]2[N:18]=[CH:17][N:16]=1. The catalyst class is: 1. (3) Reactant: [CH3:1][C:2]1[CH:9]=[C:8]([CH2:10][CH2:11][CH2:12][CH2:13][CH2:14][CH2:15][CH2:16][CH2:17][CH3:18])[CH:7]=[C:4]([CH:5]=O)[C:3]=1[OH:19].S(O)(O)(=O)=O.[NH2:25][OH:26].C([O-])(=O)C.[Na+]. Product: [CH3:1][C:2]1[CH:9]=[C:8]([CH2:10][CH2:11][CH2:12][CH2:13][CH2:14][CH2:15][CH2:16][CH2:17][CH3:18])[CH:7]=[C:4]([CH:5]=[N:25][OH:26])[C:3]=1[OH:19]. The catalyst class is: 5.